Dataset: Catalyst prediction with 721,799 reactions and 888 catalyst types from USPTO. Task: Predict which catalyst facilitates the given reaction. Reactant: [C:1]([N:8]1[CH2:12][CH2:11][CH2:10][CH:9]1[CH2:13][OH:14])([O:3][C:4]([CH3:7])([CH3:6])[CH3:5])=[O:2].S(Cl)(C)(=O)=O.C(N(CC)CC)C. Product: [C:1]([N:8]1[CH2:12][CH2:11][CH2:10][C@H:9]1[CH2:13][OH:14])([O:3][C:4]([CH3:7])([CH3:6])[CH3:5])=[O:2]. The catalyst class is: 7.